Dataset: Forward reaction prediction with 1.9M reactions from USPTO patents (1976-2016). Task: Predict the product of the given reaction. (1) Given the reactants [Cl:1][C:2]1[CH:3]=[C:4]([NH:10][N:11]=[C:12]([C:15]#[N:16])[C:13]#[N:14])[CH:5]=[CH:6][C:7]=1OC.Cl[C:18]1C=C(C=CC=1N)OC.C(#N)CC#N.[OH2:32].[NH2:33][NH2:34], predict the reaction product. The product is: [NH2:14][C:13]1[C:12](=[N:11][NH:10][C:4]2[CH:5]=[CH:6][C:7]([O:32][CH3:18])=[C:2]([Cl:1])[CH:3]=2)[C:15]([NH2:16])=[N:34][N:33]=1. (2) The product is: [F:10][C:8]1([F:11])[O:7][C:6]2[CH:12]=[CH:13][C:3]([CH2:2][OH:19])=[CH:4][C:5]=2[O:9]1. Given the reactants Cl[CH2:2][C:3]1[CH:13]=[CH:12][C:6]2[O:7][C:8]([F:11])([F:10])[O:9][C:5]=2[CH:4]=1.[C-]#N.[Na+].CS(C)=[O:19], predict the reaction product. (3) Given the reactants [CH3:1][O:2][C:3]1[CH:4]=[C:5]2[C:10](=[CH:11][C:12]=1[O:13][CH3:14])[C:9]([CH2:15][CH2:16][CH3:17])=[N:8][C:7]([OH:18])=[CH:6]2.Cl.Cl[CH2:21][C:22]1[CH:23]=[N:24][C:25]2[C:30]([CH:31]=1)=[CH:29][C:28]([O:32][CH3:33])=[CH:27][CH:26]=2.[Li+].[OH-], predict the reaction product. The product is: [CH3:1][O:2][C:3]1[CH:4]=[C:5]2[C:10](=[CH:11][C:12]=1[O:13][CH3:14])[C:9]([CH2:15][CH2:16][CH3:17])=[N:8][C:7]([OH:18])=[C:6]2[CH2:21][C:22]1[CH:23]=[N:24][C:25]2[C:30]([CH:31]=1)=[CH:29][C:28]([O:32][CH3:33])=[CH:27][CH:26]=2. (4) Given the reactants [Cl:1][C:2]1[CH:7]=[CH:6][C:5]([C:8]2[N:12]3[N:13]=[C:14]([C:17]4[CH:25]=[CH:24][C:20]([C:21](O)=[O:22])=[C:19]([CH3:26])[CH:18]=4)[CH:15]=[CH:16][C:11]3=[N:10][CH:9]=2)=[CH:4][CH:3]=1.CN(C(ON1N=NC2C=CC=NC1=2)=[N+](C)C)C.F[P-](F)(F)(F)(F)F.CN1CCOCC1.[CH3:58][N:59]1[CH2:64][CH2:63][NH:62][CH2:61][CH2:60]1, predict the reaction product. The product is: [Cl:1][C:2]1[CH:3]=[CH:4][C:5]([C:8]2[N:12]3[N:13]=[C:14]([C:17]4[CH:25]=[CH:24][C:20]([C:21]([N:62]5[CH2:63][CH2:64][N:59]([CH3:58])[CH2:60][CH2:61]5)=[O:22])=[C:19]([CH3:26])[CH:18]=4)[CH:15]=[CH:16][C:11]3=[N:10][CH:9]=2)=[CH:6][CH:7]=1. (5) Given the reactants [CH:1]([C:3]1[CH:12]=[CH:11][C:6]([C:7]([O:9][CH3:10])=[O:8])=[CH:5][CH:4]=1)=O.[NH2:13][CH2:14][CH2:15][C:16]1[C:24]2[C:19](=[CH:20][CH:21]=[CH:22][CH:23]=2)[NH:18][CH:17]=1.[F:25][C:26]1[CH:27]=[C:28]([C:32](=[O:41])/[CH:33]=[C:34](\[OH:40])/[C:35](OCC)=[O:36])[CH:29]=[CH:30][CH:31]=1, predict the reaction product. The product is: [NH:18]1[C:19]2[C:24](=[CH:23][CH:22]=[CH:21][CH:20]=2)[C:16]([CH2:15][CH2:14][N:13]2[C:35](=[O:36])[C:34]([OH:40])=[C:33]([C:32](=[O:41])[C:28]3[CH:29]=[CH:30][CH:31]=[C:26]([F:25])[CH:27]=3)[CH:1]2[C:3]2[CH:12]=[CH:11][C:6]([C:7]([O:9][CH3:10])=[O:8])=[CH:5][CH:4]=2)=[CH:17]1. (6) The product is: [CH3:34][O:33][C:29](=[O:32])/[CH:30]=[CH:31]/[C:2]1[CH:27]=[CH:26][C:5]([CH2:6][N:7]2[CH2:12][CH2:11][CH2:10][CH:9]([C:13]3[C:21]4[C:16](=[CH:17][CH:18]=[CH:19][CH:20]=4)[NH:15][C:14]=3[C:22]([OH:25])([CH3:24])[CH3:23])[CH2:8]2)=[C:4]([F:28])[CH:3]=1. Given the reactants Br[C:2]1[CH:27]=[CH:26][C:5]([CH2:6][N:7]2[CH2:12][CH2:11][CH2:10][CH:9]([C:13]3[C:21]4[C:16](=[CH:17][CH:18]=[CH:19][CH:20]=4)[NH:15][C:14]=3[C:22]([OH:25])([CH3:24])[CH3:23])[CH2:8]2)=[C:4]([F:28])[CH:3]=1.[C:29]([O:33][CH3:34])(=[O:32])[CH:30]=[CH2:31].N(C)(C1CCCCC1)C1CCCCC1.O, predict the reaction product. (7) The product is: [F:75][C:76]1[CH:84]=[CH:83][CH:82]=[CH:81][C:77]=1[C:78]([NH:1][C:2]1[CH:7]=[CH:6][CH:5]=[C:4]([C:8]2[N:9]=[C:10]3[N:14]([C:15]=2[C:16]2[CH:21]=[CH:20][N:19]=[C:18]([NH:22][C:23]4[CH:28]=[CH:27][CH:26]=[C:25]([CH2:29][CH2:30][N:31]5[CH2:36][CH2:35][O:34][CH2:33][CH2:32]5)[CH:24]=4)[N:17]=2)[CH:13]=[CH:12][S:11]3)[CH:3]=1)=[O:79]. Given the reactants [NH2:1][C:2]1[CH:3]=[C:4]([C:8]2[N:9]=[C:10]3[N:14]([C:15]=2[C:16]2[CH:21]=[CH:20][N:19]=[C:18]([NH:22][C:23]4[CH:28]=[CH:27][CH:26]=[C:25]([CH2:29][CH2:30][N:31]5[CH2:36][CH2:35][O:34][CH2:33][CH2:32]5)[CH:24]=4)[N:17]=2)[CH:13]=[CH:12][S:11]3)[CH:5]=[CH:6][CH:7]=1.NC1C=C(C2N=C3N(C=2C2C=CN=C(NC4C=CC=C(OCCCN5CCOCC5)C=4)N=2)C=CS3)C=CC=1.[F:75][C:76]1[CH:84]=[CH:83][CH:82]=[CH:81][C:77]=1[C:78](Cl)=[O:79].FC1C=CC=C(F)C=1C(Cl)=O, predict the reaction product.